The task is: Predict which catalyst facilitates the given reaction.. This data is from Catalyst prediction with 721,799 reactions and 888 catalyst types from USPTO. Reactant: [CH3:1][S:2][C:3]1[O:4][C:5]2[CH:11]=[C:10]([O:12][C:13]3[CH:18]=[CH:17][N:16]=[C:15]([C:19]([NH:21][CH3:22])=[O:20])[CH:14]=3)[CH:9]=[CH:8][C:6]=2[N:7]=1.ClC1C=C(C=CC=1)C(OO)=[O:28]. Product: [CH3:1][S:2]([C:3]1[O:4][C:5]2[CH:11]=[C:10]([O:12][C:13]3[CH:18]=[CH:17][N:16]=[C:15]([C:19]([NH:21][CH3:22])=[O:20])[CH:14]=3)[CH:9]=[CH:8][C:6]=2[N:7]=1)=[O:28]. The catalyst class is: 2.